Dataset: Reaction yield outcomes from USPTO patents with 853,638 reactions. Task: Predict the reaction yield, written as a fraction of the theoretical maximum amount of product (1.0 means a 100% yield; for example, 0.34 means a 34% yield). (1) The yield is 0.720. The product is [CH3:9][C:3]([NH:10][S:11]([CH2:14][CH:21]([OH:22])[C:17]1[CH:16]=[N:15][CH:20]=[CH:19][CH:18]=1)(=[O:12])=[O:13])([CH3:2])[CH2:4][C:5]([CH3:6])([CH3:7])[CH3:8]. The catalyst is O1CCCC1. The reactants are [Li].[CH3:2][C:3]([NH:10][S:11]([CH3:14])(=[O:13])=[O:12])([CH3:9])[CH2:4][C:5]([CH3:8])([CH3:7])[CH3:6].[N:15]1[CH:20]=[CH:19][CH:18]=[C:17]([CH:21]=[O:22])[CH:16]=1.O. (2) The reactants are [Cl:1][C:2]1[NH:7][C:6](=[O:8])[CH:5]=[C:4]([OH:9])[C:3]=1[CH2:10][CH3:11].[CH:25]1[CH:30]=[CH:29][C:28](P([C:25]2[CH:30]=[CH:29][CH:28]=[CH:27][CH:26]=2)[C:25]2[CH:30]=[CH:29][CH:28]=[CH:27][CH:26]=2)=[CH:27][CH:26]=1.[CH3:31]C(OC(/N=N/C(OC(C)C)=O)=O)C.[CH2:45](O)[C:46]1[CH:51]=[CH:50][CH:49]=[CH:48][CH:47]=1. The catalyst is C1COCC1. The product is [CH2:45]([O:9][C:4]1[CH:5]=[C:6]([O:8][CH2:31][C:25]2[CH:26]=[CH:27][CH:28]=[CH:29][CH:30]=2)[N:7]=[C:2]([Cl:1])[C:3]=1[CH2:10][CH3:11])[C:46]1[CH:51]=[CH:50][CH:49]=[CH:48][CH:47]=1. The yield is 0.123. (3) The reactants are [CH3:1][O:2][C:3]1[CH:8]=[CH:7][C:6]([N:9]2[CH2:14][C@@H:13]3[CH2:15][C@H:10]2[CH2:11][O:12]3)=[CH:5][C:4]=1[NH2:16].[C:17]([N:25]=[C:26]=[S:27])(=[O:24])[C:18]1[CH:23]=[CH:22][CH:21]=[CH:20][CH:19]=1. The yield is 1.00. The product is [C:17]([NH:25][C:26]([NH:16][C:4]1[CH:5]=[C:6]([N:9]2[CH2:14][C@@H:13]3[CH2:15][C@H:10]2[CH2:11][O:12]3)[CH:7]=[CH:8][C:3]=1[O:2][CH3:1])=[S:27])(=[O:24])[C:18]1[CH:23]=[CH:22][CH:21]=[CH:20][CH:19]=1. The catalyst is CC(C)=O. (4) The reactants are Br[C:2]1[CH:7]=[CH:6][CH:5]=[CH:4][N:3]=1.[Br:8][C:9]1[CH:10]=[C:11](B(O)O)[CH:12]=[CH:13][CH:14]=1.C(=O)([O-])[O-].[K+].[K+].C(COC)OC. The catalyst is C([O-])(=O)C.[Pd+2].C([O-])(=O)C.C1(P(C2C=CC=CC=2)C2C=CC=CC=2)C=CC=CC=1.O. The product is [Br:8][C:9]1[CH:14]=[C:13]([C:2]2[CH:7]=[CH:6][CH:5]=[CH:4][N:3]=2)[CH:12]=[CH:11][CH:10]=1. The yield is 0.760. (5) The reactants are [CH:1]1([OH:6])[CH2:5][CH:4]=[CH:3][CH2:2]1.[H-].[Na+].[CH2:9](Br)[C:10]1[CH:15]=[CH:14][CH:13]=[CH:12][CH:11]=1. The catalyst is C1COCC1. The product is [CH:1]1([O:6][CH2:9][C:10]2[CH:15]=[CH:14][CH:13]=[CH:12][CH:11]=2)[CH2:5][CH:4]=[CH:3][CH2:2]1. The yield is 0.720. (6) The catalyst is CCO.C(Cl)Cl.O.[Ni]. The yield is 0.0700. The product is [NH2:8][C:7]1[C:2]([Cl:1])=[C:3]([CH2:11][S:12][C:13]2[N:18]=[C:17]([OH:19])[CH:16]=[C:15]([CH3:20])[N:14]=2)[CH:4]=[CH:5][CH:6]=1. The reactants are [Cl:1][C:2]1[C:7]([N+:8]([O-])=O)=[CH:6][CH:5]=[CH:4][C:3]=1[CH2:11][S:12][C:13]1[N:18]=[C:17]([OH:19])[CH:16]=[C:15]([CH3:20])[N:14]=1.O.NN. (7) The reactants are [C:1]([NH:4][CH2:5][C:6]1[CH:7]=[C:8]([N:15]2[CH2:20][CH2:19][N:18]([C:21]([O:23][C:24]([CH3:27])([CH3:26])[CH3:25])=[O:22])[CH2:17][CH2:16]2)[CH:9]=[CH:10][C:11]=1[N+:12]([O-])=O)(=[O:3])[CH3:2]. The catalyst is CCO.[Ni]. The product is [C:24]([O:23][C:21]([N:18]1[CH2:19][CH2:20][N:15]([C:8]2[CH:9]=[CH:10][C:11]([NH2:12])=[C:6]([CH2:5][NH:4][C:1](=[O:3])[CH3:2])[CH:7]=2)[CH2:16][CH2:17]1)=[O:22])([CH3:27])([CH3:25])[CH3:26]. The yield is 0.820. (8) The reactants are [Cl:1][C:2]1[CH:8]=[CH:7][C:5]([NH2:6])=[CH:4][CH:3]=1.I[CH2:10][C:11]([O:13][CH2:14][CH3:15])=[O:12].C([O-])(=O)C.[Na+]. The catalyst is O. The product is [Cl:1][C:2]1[CH:8]=[CH:7][C:5]([NH:6][CH2:10][C:11]([O:13][CH2:14][CH3:15])=[O:12])=[CH:4][CH:3]=1. The yield is 0.980. (9) The reactants are [N:1]1([C:7]2[CH:16]=[CH:15][CH:14]=[C:13]3[C:8]=2[C:9]([NH2:18])=[N:10][C:11]([NH2:17])=[N:12]3)[CH2:6][CH2:5][NH:4][CH2:3][CH2:2]1.[Cl:19][C:20]1[CH:28]=[CH:27][CH:26]=[CH:25][C:21]=1[C:22](Cl)=[O:23]. No catalyst specified. The product is [Cl:19][C:20]1[CH:28]=[CH:27][CH:26]=[CH:25][C:21]=1[C:22]([N:4]1[CH2:5][CH2:6][N:1]([C:7]2[CH:16]=[CH:15][CH:14]=[C:13]3[C:8]=2[C:9]([NH2:18])=[N:10][C:11]([NH2:17])=[N:12]3)[CH2:2][CH2:3]1)=[O:23]. The yield is 0.450.